Dataset: Catalyst prediction with 721,799 reactions and 888 catalyst types from USPTO. Task: Predict which catalyst facilitates the given reaction. (1) Reactant: [CH2:1]([N:3]1[CH2:8][CH2:7][CH:6]([CH2:9][C:10]2[CH:18]=[CH:17][C:13]([C:14]([OH:16])=O)=[CH:12][C:11]=2[C:19]([F:22])([F:21])[F:20])[CH2:5][CH2:4]1)[CH3:2].[NH2:23][C@H:24]1[C@H:29]2[C@@H:25]1[O:26][C:27]1[CH:33]=[CH:32][C:31]([O:34][C:35]3[CH:44]=[CH:43][N:42]=[C:41]4[C:36]=3[CH2:37][CH2:38][C:39](=[O:45])[NH:40]4)=[CH:30][C:28]=12.CN(C(ON1N=NC2C=CC=NC1=2)=[N+](C)C)C.F[P-](F)(F)(F)(F)F.CCN(C(C)C)C(C)C. Product: [CH2:1]([N:3]1[CH2:4][CH2:5][CH:6]([CH2:9][C:10]2[CH:18]=[CH:17][C:13]([C:14]([NH:23][C@H:24]3[C@H:29]4[C@@H:25]3[O:26][C:27]3[CH:33]=[CH:32][C:31]([O:34][C:35]5[C:36]6[CH2:37][CH2:38][C:39](=[O:45])[NH:40][C:41]=6[N:42]=[CH:43][CH:44]=5)=[CH:30][C:28]=34)=[O:16])=[CH:12][C:11]=2[C:19]([F:22])([F:20])[F:21])[CH2:7][CH2:8]1)[CH3:2]. The catalyst class is: 18. (2) Reactant: [F:1][C:2]1[CH:3]=[C:4]([C:10]2[CH:11]=[N:12][C:13]([NH2:16])=[N:14][CH:15]=2)[CH:5]=[CH:6][C:7]=1[O:8][CH3:9].Br[C:18]1[CH:23]=[CH:22][CH:21]=[CH:20][CH:19]=1.CC([O-])(C)C.[K+]. Product: [F:1][C:2]1[CH:3]=[C:4]([C:10]2[CH:15]=[N:14][C:13]([NH:16][C:18]3[CH:23]=[CH:22][CH:21]=[CH:20][CH:19]=3)=[N:12][CH:11]=2)[CH:5]=[CH:6][C:7]=1[O:8][CH3:9]. The catalyst class is: 222. (3) The catalyst class is: 39. Product: [CH:3]1([NH:9][C:10]2[C:14]3([CH2:15][CH2:16][N:17]([CH2:52][CH2:51][CH2:50][CH2:49][CH2:48][CH2:47][CH2:46][CH:45]=[CH2:44])[CH2:18][CH2:19]3)[N:13]([C:20]3[CH:21]=[CH:22][C:23]([I:26])=[CH:24][CH:25]=3)[C:12](=[O:27])[N:11]=2)[CH2:4][CH2:5][CH2:6][CH2:7][CH2:8]1. Reactant: Cl.Cl.[CH:3]1([NH:9][C:10]2[C:14]3([CH2:19][CH2:18][NH:17][CH2:16][CH2:15]3)[N:13]([C:20]3[CH:25]=[CH:24][C:23]([I:26])=[CH:22][CH:21]=3)[C:12](=[O:27])[N:11]=2)[CH2:8][CH2:7][CH2:6][CH2:5][CH2:4]1.C(N(C(C)C)CC)(C)C.C(=O)([O-])[O-].[K+].[K+].I[CH2:44][CH2:45][CH2:46][CH2:47][CH2:48][CH2:49][CH2:50][CH:51]=[CH2:52]. (4) Product: [C:1](=[O:4])([OH:2])[NH2:5].[NH2:5][C:6]1[C:7]([CH3:19])=[CH:8][C:9]2[O:14][C:13]([CH3:15])([CH3:16])[CH:12]=[CH:11][C:10]=2[CH:17]=1. The catalyst class is: 44. Reactant: [C:1](=[O:4])([O-])[O-:2].[NH2:5][C:6]1[C:7]([CH3:19])=[C:8](Br)[C:9]2[O:14][C:13]([CH3:16])([CH3:15])[CH:12]=[CH:11][C:10]=2[CH:17]=1.C(N(C(C)C)CC)(C)C. (5) Reactant: Cl[C:2]1[C:11]2[C:6](=[CH:7][CH:8]=[C:9]([C:12]([O:14][CH2:15][CH3:16])=[O:13])[CH:10]=2)[CH:5]=[CH:4][N:3]=1.[CH3:17][O:18][C:19]1[CH:26]=[CH:25][C:22]([CH2:23][NH2:24])=[CH:21][CH:20]=1.C(=O)([O-])[O-].[K+].[K+]. Product: [CH3:17][O:18][C:19]1[CH:26]=[CH:25][C:22]([CH2:23][NH:24][C:2]2[C:11]3[C:6](=[CH:7][CH:8]=[C:9]([C:12]([O:14][CH2:15][CH3:16])=[O:13])[CH:10]=3)[CH:5]=[CH:4][N:3]=2)=[CH:21][CH:20]=1. The catalyst class is: 288. (6) Reactant: [O:1]=[C:2]1[N:6]([CH3:7])[C:5]([C:13]2[CH:18]=[CH:17][CH:16]=[CH:15][CH:14]=2)([CH2:8][O:9]CC=C)[C:4](=[O:19])[N:3]1[C:20]1[CH:27]=[CH:26][C:23]([C:24]#[N:25])=[C:22]([C:28]([F:31])([F:30])[F:29])[CH:21]=1.C(=O)(O)[O-].[Na+]. Product: [O:1]=[C:2]1[N:6]([CH3:7])[C:5]([CH2:8][OH:9])([C:13]2[CH:14]=[CH:15][CH:16]=[CH:17][CH:18]=2)[C:4](=[O:19])[N:3]1[C:20]1[CH:27]=[CH:26][C:23]([C:24]#[N:25])=[C:22]([C:28]([F:31])([F:29])[F:30])[CH:21]=1. The catalyst class is: 4.